From a dataset of Forward reaction prediction with 1.9M reactions from USPTO patents (1976-2016). Predict the product of the given reaction. Given the reactants [CH3:1][N:2]([CH2:4][C:5]1[CH:10]=[CH:9][C:8]([CH:11]([OH:22])[CH2:12][N:13](C)[C:14](=O)OC(C)(C)C)=[CH:7][CH:6]=1)[CH3:3], predict the reaction product. The product is: [CH3:3][N:2]([CH2:4][C:5]1[CH:10]=[CH:9][C:8]([CH:11]([OH:22])[CH2:12][NH:13][CH3:14])=[CH:7][CH:6]=1)[CH3:1].